Dataset: Full USPTO retrosynthesis dataset with 1.9M reactions from patents (1976-2016). Task: Predict the reactants needed to synthesize the given product. (1) The reactants are: [O:1]([C:8]1[S:9][CH:10]=[C:11]([C:13](OC)=[O:14])[N:12]=1)[C:2]1[CH:7]=[CH:6][CH:5]=[CH:4][CH:3]=1.[BH4-].[Na+]. Given the product [O:1]([C:8]1[S:9][CH:10]=[C:11]([CH2:13][OH:14])[N:12]=1)[C:2]1[CH:3]=[CH:4][CH:5]=[CH:6][CH:7]=1, predict the reactants needed to synthesize it. (2) Given the product [F:32][C:11]([F:10])([F:31])[C:12]1[CH:26]=[C:25]([C:27]([F:30])([F:29])[F:28])[CH:24]=[CH:23][C:13]=1[CH2:14][N:15]1[CH2:20][CH2:19][CH:18](/[CH:21]=[C:8]2/[C:4]([NH:3][CH2:1][CH3:2])=[N:5][C:6](=[O:9])[S:7]/2)[CH2:17][CH2:16]1, predict the reactants needed to synthesize it. The reactants are: [CH2:1]([NH:3][C:4]1[CH2:8][S:7][C:6](=[O:9])[N:5]=1)[CH3:2].[F:10][C:11]([F:32])([F:31])[C:12]1[CH:26]=[C:25]([C:27]([F:30])([F:29])[F:28])[CH:24]=[CH:23][C:13]=1[CH2:14][N:15]1[CH2:20][CH2:19][CH:18]([CH:21]=O)[CH2:17][CH2:16]1.C([O-])(=O)C.[NH2+]1CCCCC1. (3) Given the product [ClH:1].[N:2]1[CH:7]=[CH:6][C:5]([C:8]2[CH:9]=[C:10]([CH:14]=[CH:15][CH:16]=2)[CH2:11][NH2:12])=[CH:4][CH:3]=1, predict the reactants needed to synthesize it. The reactants are: [ClH:1].[N:2]1[CH:7]=[CH:6][C:5]([C:8]2[CH:9]=[C:10]([CH:14]=[CH:15][CH:16]=2)[CH:11]=[N:12]O)=[CH:4][CH:3]=1.[H][H]. (4) Given the product [CH3:27][C:25]1[CH:24]=[C:23]([CH3:28])[N:22]=[C:21]([N:18]2[CH2:19][CH2:20][C:13]3([NH:12][CH2:11][CH2:10][N:9]([CH2:8][C:3]4[C:2]([C:36]5[CH:41]=[CH:40][CH:39]=[CH:38][CH:37]=5)=[CH:6][N:5]([CH3:7])[N:4]=4)[C:14]3=[O:15])[CH2:16][CH2:17]2)[N:26]=1, predict the reactants needed to synthesize it. The reactants are: Br[C:2]1[C:3]([CH2:8][N:9]2[C:14](=[O:15])[C:13]3([CH2:20][CH2:19][N:18]([C:21]4[N:26]=[C:25]([CH3:27])[CH:24]=[C:23]([CH3:28])[N:22]=4)[CH2:17][CH2:16]3)[N:12](C(OC(C)(C)C)=O)[CH2:11][CH2:10]2)=[N:4][N:5]([CH3:7])[CH:6]=1.[C:36]1(B(O)O)[CH:41]=[CH:40][CH:39]=[CH:38][CH:37]=1.[O-]P([O-])([O-])=O.[K+].[K+].[K+].COC1C=CC=C(OC)C=1C1C=CC=CC=1P(C1CCCCC1)C1CCCCC1.C(O)(C(F)(F)F)=O.